Dataset: Forward reaction prediction with 1.9M reactions from USPTO patents (1976-2016). Task: Predict the product of the given reaction. (1) Given the reactants [CH2:1]([O:3][C:4]([C:6]1[C:15]2[CH:14]([N:16]([CH:18]3[CH2:20][CH2:19]3)[CH3:17])[CH2:13][CH2:12][C:11]([CH3:22])([CH3:21])[C:10]=2[CH:9]=[C:8]([C:23]#[C:24][C:25]2[CH:30]=[CH:29][C:28]([CH2:31][C:32]([O:34]C)=[O:33])=[CH:27][CH:26]=2)[CH:7]=1)=[O:5])[CH3:2].[OH-].[Li+], predict the reaction product. The product is: [CH2:1]([O:3][C:4]([C:6]1[C:15]2[CH:14]([N:16]([CH:18]3[CH2:19][CH2:20]3)[CH3:17])[CH2:13][CH2:12][C:11]([CH3:22])([CH3:21])[C:10]=2[CH:9]=[C:8]([C:23]#[C:24][C:25]2[CH:26]=[CH:27][C:28]([CH2:31][C:32]([OH:34])=[O:33])=[CH:29][CH:30]=2)[CH:7]=1)=[O:5])[CH3:2]. (2) The product is: [Br:21][C:22]1[CH:23]=[C:24]([C:25]([N:16]2[CH2:15][CH2:14][O:13][C:12]3[N:17]=[CH:18][C:9]([C:5]4[CH:6]=[CH:7][CH:8]=[C:3]([C:2]([F:19])([F:1])[F:20])[CH:4]=4)=[CH:10][C:11]2=3)=[O:26])[CH:28]=[C:29]([Br:33])[C:30]=1[O:31][CH3:32]. Given the reactants [F:1][C:2]([F:20])([F:19])[C:3]1[CH:4]=[C:5]([C:9]2[CH:18]=[N:17][C:12]3[O:13][CH2:14][CH2:15][NH:16][C:11]=3[CH:10]=2)[CH:6]=[CH:7][CH:8]=1.[Br:21][C:22]1[CH:23]=[C:24]([CH:28]=[C:29]([Br:33])[C:30]=1[O:31][CH3:32])[C:25](Cl)=[O:26].C(N(CC)CC)C, predict the reaction product. (3) The product is: [OH:37][C@@H:35]([C:24]1[N:23]([C@H:20]2[CH2:21][CH2:22][C@H:17]([CH2:16][NH:15][S:46]([CH3:45])(=[O:48])=[O:47])[CH2:18][CH2:19]2)[C:27]2=[C:28]3[S:34][CH:33]=[CH:32][C:29]3=[N:30][CH:31]=[C:26]2[N:25]=1)[CH3:36].[C:3]([OH:5])([C:2]([F:7])([F:6])[F:1])=[O:4]. Given the reactants [F:1][C:2]([F:7])([F:6])[C:3]([OH:5])=[O:4].FC(F)(F)C(O)=O.[NH2:15][CH2:16][C@H:17]1[CH2:22][CH2:21][C@H:20]([N:23]2[C:27]3=[C:28]4[S:34][CH:33]=[CH:32][C:29]4=[N:30][CH:31]=[C:26]3[N:25]=[C:24]2[C@H:35]([OH:37])[CH3:36])[CH2:19][CH2:18]1.C(N(CC)CC)C.[CH3:45][S:46](Cl)(=[O:48])=[O:47], predict the reaction product. (4) Given the reactants [NH2:1][C@@H:2]([C:6]1[CH:11]=[CH:10][CH:9]=[CH:8][C:7]=1[CH3:12])[C:3](O)=O.C[O:14][C:15](=O)[C@H:16]([CH2:18][CH:19]([CH3:21])[CH3:20])[NH2:17].C([C@@H]1NC[C@H](CC(C)C)NC1=O)C(C)C, predict the reaction product. The product is: [CH2:18]([C@@H:16]1[NH:17][CH2:3][C@H:2]([C:6]2[CH:11]=[CH:10][CH:9]=[CH:8][C:7]=2[CH3:12])[NH:1][C:15]1=[O:14])[CH:19]([CH3:21])[CH3:20].